The task is: Predict which catalyst facilitates the given reaction.. This data is from Catalyst prediction with 721,799 reactions and 888 catalyst types from USPTO. (1) Reactant: Br[CH2:2][CH2:3][C:4]1[C:9]([F:10])=[C:8]([F:11])[CH:7]=[CH:6][C:5]=1[CH2:12]Br.[Br:14][C:15]1[CH:23]=[C:22]2[C:18]([CH2:19][CH2:20][C:21]2=[O:24])=[CH:17][CH:16]=1.[H-].[Na+]. Product: [Br:14][C:15]1[CH:23]=[C:22]2[C:18]([CH2:19][C:20]3([C:21]2=[O:24])[CH2:2][CH2:3][C:4]2[C:5](=[CH:6][CH:7]=[C:8]([F:11])[C:9]=2[F:10])[CH2:12]3)=[CH:17][CH:16]=1. The catalyst class is: 1. (2) Reactant: [Cl:1][C:2]1[CH:8]=[C:7]([O:9][C:10]2[C:11]3[N:18]([CH3:19])[CH:17]=[CH:16][C:12]=3[N:13]=[CH:14][N:15]=2)[CH:6]=[CH:5][C:3]=1[NH2:4].C(N(CC)CC)C.[F:27][C:28]1([F:43])[O:33][C:32]2[CH:34]=[CH:35][C:36]([N:38]=[C:39]=[O:40])=[CH:37][C:31]=2[C:30]([F:42])([F:41])[O:29]1. Product: [Cl:1][C:2]1[CH:8]=[C:7]([O:9][C:10]2[C:11]3[N:18]([CH3:19])[CH:17]=[CH:16][C:12]=3[N:13]=[CH:14][N:15]=2)[CH:6]=[CH:5][C:3]=1[NH:4][C:39]([NH:38][C:36]1[CH:35]=[CH:34][C:32]2[O:33][C:28]([F:43])([F:27])[O:29][C:30]([F:41])([F:42])[C:31]=2[CH:37]=1)=[O:40]. The catalyst class is: 7. (3) Reactant: F[C:2](F)(F)[C:3](O)=O.[Cl:8][C:9]1[CH:10]=[C:11]([C:16]2([C:36]([F:39])([F:38])[F:37])[O:20][N:19]=[C:18]([C:21]3[CH:34]=[CH:33][C:24]([C:25]([NH:27][CH:28]4[CH2:32][O:31][NH:30][CH2:29]4)=[O:26])=[C:23]([CH3:35])[CH:22]=3)[CH2:17]2)[CH:12]=[C:13]([Cl:15])[CH:14]=1.C(=O)C.[BH3-]C#N.[Na+]. Product: [Cl:15][C:13]1[CH:12]=[C:11]([C:16]2([C:36]([F:37])([F:39])[F:38])[O:20][N:19]=[C:18]([C:21]3[CH:34]=[CH:33][C:24]([C:25]([NH:27][CH:28]4[CH2:32][O:31][N:30]([CH2:2][CH3:3])[CH2:29]4)=[O:26])=[C:23]([CH3:35])[CH:22]=3)[CH2:17]2)[CH:10]=[C:9]([Cl:8])[CH:14]=1. The catalyst class is: 5. (4) Reactant: Cl[C:2]1[C:3]2[NH:10][CH:9]=[CH:8][C:4]=2[N:5]=[CH:6][N:7]=1.[CH2:11]([O:18][C:19]1[CH:25]=[CH:24][C:22]([NH2:23])=[CH:21][C:20]=1[O:26][CH3:27])[C:12]1[CH:17]=[CH:16][CH:15]=[CH:14][CH:13]=1.CN1CCCC1=O. Product: [CH2:11]([O:18][C:19]1[CH:25]=[CH:24][C:22]([NH:23][C:2]2[C:3]3[NH:10][CH:9]=[CH:8][C:4]=3[N:5]=[CH:6][N:7]=2)=[CH:21][C:20]=1[O:26][CH3:27])[C:12]1[CH:13]=[CH:14][CH:15]=[CH:16][CH:17]=1. The catalyst class is: 5. (5) Reactant: [CH3:1][O:2][C:3]([C:5]1[S:6][C:7]2[C:8](=O)[CH2:9][O:10][C:11]3[CH:18]=[CH:17][C:16]([Br:19])=[CH:15][C:12]=3[C:13]=2[N:14]=1)=[O:4].[Br-].[CH3:22][O:23][C:24]([CH2:26][P+](C1C=CC=CC=1)(C1C=CC=CC=1)C1C=CC=CC=1)=[O:25].[H-].[Na+]. Product: [CH3:1][O:2][C:3]([C:5]1[S:6][C:7]2/[C:8](=[CH:26]/[C:24]([O:23][CH3:22])=[O:25])/[CH2:9][O:10][C:11]3[CH:18]=[CH:17][C:16]([Br:19])=[CH:15][C:12]=3[C:13]=2[N:14]=1)=[O:4]. The catalyst class is: 1.